This data is from Peptide-MHC class I binding affinity with 185,985 pairs from IEDB/IMGT. The task is: Regression. Given a peptide amino acid sequence and an MHC pseudo amino acid sequence, predict their binding affinity value. This is MHC class I binding data. (1) The peptide sequence is YTVEFDRDKV. The MHC is HLA-A02:03 with pseudo-sequence HLA-A02:03. The binding affinity (normalized) is 0.535. (2) The peptide sequence is AIAVASGLLW. The MHC is HLA-B44:03 with pseudo-sequence HLA-B44:03. The binding affinity (normalized) is 0.370. (3) The MHC is HLA-A68:02 with pseudo-sequence HLA-A68:02. The peptide sequence is FCTGYLQL. The binding affinity (normalized) is 0. (4) The peptide sequence is YLPTQQDVL. The MHC is HLA-A29:02 with pseudo-sequence HLA-A29:02. The binding affinity (normalized) is 0. (5) The peptide sequence is GLYEAIEEC. The MHC is HLA-B40:01 with pseudo-sequence HLA-B40:01. The binding affinity (normalized) is 0.0847. (6) The peptide sequence is KRYIYKVLPQ. The MHC is Mamu-B08 with pseudo-sequence Mamu-B08. The binding affinity (normalized) is 0.555. (7) The peptide sequence is EPFSRRHPL. The MHC is HLA-B51:01 with pseudo-sequence HLA-B51:01. The binding affinity (normalized) is 0.0847. (8) The peptide sequence is AYATAQEAY. The MHC is HLA-A24:02 with pseudo-sequence HLA-A24:02. The binding affinity (normalized) is 0. (9) The peptide sequence is LSSKNNEHY. The MHC is HLA-A69:01 with pseudo-sequence HLA-A69:01. The binding affinity (normalized) is 0.0847.